Dataset: Peptide-MHC class II binding affinity with 134,281 pairs from IEDB. Task: Regression. Given a peptide amino acid sequence and an MHC pseudo amino acid sequence, predict their binding affinity value. This is MHC class II binding data. (1) The peptide sequence is FSQPQQQFPQPQ. The MHC is HLA-DQA10501-DQB10201 with pseudo-sequence HLA-DQA10501-DQB10201. The binding affinity (normalized) is 0.190. (2) The peptide sequence is GGRLAFQEFMIVPSG. The MHC is HLA-DPA10103-DPB10301 with pseudo-sequence HLA-DPA10103-DPB10301. The binding affinity (normalized) is 0.354. (3) The peptide sequence is AEEVKVIPAGELQVI. The MHC is DRB1_0405 with pseudo-sequence DRB1_0405. The binding affinity (normalized) is 0.424. (4) The peptide sequence is IGRIAETILGYNPSA. The MHC is HLA-DQA10401-DQB10402 with pseudo-sequence HLA-DQA10401-DQB10402. The binding affinity (normalized) is 0.236.